Predict the reaction yield, written as a fraction of the theoretical maximum amount of product (1.0 means a 100% yield; for example, 0.34 means a 34% yield). From a dataset of Reaction yield outcomes from USPTO patents with 853,638 reactions. (1) The reactants are [Na+].[C:2]([C:4]1[CH:5]=[C:6]([C:14]2[O:18][N:17]=[C:16]([C:19]3[CH:35]=[CH:34][C:22]4[CH2:23][CH2:24][N:25]([CH2:28][CH2:29][CH2:30][C:31]([O-:33])=O)[CH2:26][CH2:27][C:21]=4[CH:20]=3)[N:15]=2)[CH:7]=[CH:8][C:9]=1[O:10][CH:11]([CH3:13])[CH3:12])#[N:3].C([N:38](CC)CC)C.C(Cl)CCl.C(=O)([O-])O.[Na+]. The catalyst is CN(C=O)C. The product is [C:2]([C:4]1[CH:5]=[C:6]([C:14]2[O:18][N:17]=[C:16]([C:19]3[CH:35]=[CH:34][C:22]4[CH2:23][CH2:24][N:25]([CH2:28][CH2:29][CH2:30][C:31]([NH2:38])=[O:33])[CH2:26][CH2:27][C:21]=4[CH:20]=3)[N:15]=2)[CH:7]=[CH:8][C:9]=1[O:10][CH:11]([CH3:12])[CH3:13])#[N:3]. The yield is 0.660. (2) The reactants are [CH2:1]([O:3][C:4](=[O:21])[CH2:5][C@H:6]1[C:14]2[C:9](=[CH:10][C:11]([S:15][C:16](N(C)C)=O)=[CH:12][CH:13]=2)[CH2:8][CH2:7]1)[CH3:2].[O-:22][CH2:23][CH3:24].[Na+].BrCCC[C:30]1[CH:35]=[CH:34][C:33]([C:36]2[S:37][C:38]3[CH2:44][CH2:43][CH2:42][O:41][C:39]=3[N:40]=2)=[CH:32][C:31]=1[CH2:45][CH2:46][CH3:47].Cl. The catalyst is CN(C=O)C.[Cl-].[Na+].O. The product is [CH2:1]([O:3][C:4](=[O:21])[CH2:5][C@H:6]1[C:14]2[C:9](=[CH:10][C:11]([S:15][CH2:16][CH2:24][CH2:23][O:22][C:30]3[CH:35]=[CH:34][C:33]([C:36]4[S:37][C:38]5[CH2:44][CH2:43][CH2:42][O:41][C:39]=5[N:40]=4)=[CH:32][C:31]=3[CH2:45][CH2:46][CH3:47])=[CH:12][CH:13]=2)[CH2:8][CH2:7]1)[CH3:2]. The yield is 0.330. (3) The reactants are [CH2:1]([NH:3][N:4]=[CH:5][C:6](=[O:8])[CH3:7])[CH3:2].[C:9]([C:13]1[CH:18]=[CH:17][C:16]([C:19](=O)[CH:20]=[O:21])=[CH:15][CH:14]=1)([CH3:12])([CH3:11])[CH3:10]. The catalyst is C(O)(=O)C. The product is [C:9]([C:13]1[CH:18]=[CH:17][C:16]([C:19]2[N:3]([CH2:1][CH3:2])[N:4]=[C:5]([C:6](=[O:8])[CH3:7])[C:20]=2[OH:21])=[CH:15][CH:14]=1)([CH3:12])([CH3:11])[CH3:10]. The yield is 0.160.